From a dataset of Catalyst prediction with 721,799 reactions and 888 catalyst types from USPTO. Predict which catalyst facilitates the given reaction. Reactant: [CH3:1][C:2]1([CH3:13])[CH2:7][O:6][P:5]([CH2:9][C:10]([OH:12])=[O:11])(=[O:8])[O:4][CH2:3]1.O.[OH-].[Al+3:16].[OH-].[OH-]. Product: [CH3:1][C:2]1([CH3:13])[CH2:7][O:6][P:5]([CH2:9][C:10]([O-:12])=[O:11])(=[O:8])[O:4][CH2:3]1.[CH3:1][C:2]1([CH3:13])[CH2:7][O:6][P:5]([CH2:9][C:10]([O-:12])=[O:11])(=[O:8])[O:4][CH2:3]1.[CH3:1][C:2]1([CH3:13])[CH2:7][O:6][P:5]([CH2:9][C:10]([O-:12])=[O:11])(=[O:8])[O:4][CH2:3]1.[Al+3:16]. The catalyst class is: 6.